Dataset: Catalyst prediction with 721,799 reactions and 888 catalyst types from USPTO. Task: Predict which catalyst facilitates the given reaction. (1) Reactant: [CH3:1][O:2][C:3]1[CH:4]=[C:5]([CH:10]=[CH:11][CH:12]=1)[C:6]([NH:8][NH2:9])=[O:7].[CH3:13][NH:14][C:15]1[CH:23]=[CH:22][C:18]([C:19](O)=O)=[CH:17][CH:16]=1.CCN(CC)CC.[Cl-].ClC1N(C)CC[NH+]1C. Product: [CH3:1][O:2][C:3]1[CH:4]=[C:5]([C:6]2[O:7][C:19]([C:18]3[CH:22]=[CH:23][C:15]([NH:14][CH3:13])=[CH:16][CH:17]=3)=[N:9][N:8]=2)[CH:10]=[CH:11][CH:12]=1. The catalyst class is: 2. (2) Reactant: [H-].[H-].[H-].[H-].[Li+].[Al+3].[Cl:7][C:8]1[C:9]([O:22][CH3:23])=[C:10]([O:20][CH3:21])[CH:11]=[CH:12][C:13]=1[CH:14]=[C:15]([N+:17]([O-])=O)[CH3:16].O.[OH-].[Na+]. Product: [Cl:7][C:8]1[C:9]([O:22][CH3:23])=[C:10]([O:20][CH3:21])[CH:11]=[CH:12][C:13]=1[CH2:14][CH:15]([NH2:17])[CH3:16]. The catalyst class is: 1. (3) Reactant: [N:1]1[N:2]([C:6]2[C:7]([C:16]([O:18]CC)=[O:17])=[N:8][C:9]3[C:14]([CH:15]=2)=[CH:13][CH:12]=[CH:11][CH:10]=3)[N:3]=[CH:4][CH:5]=1.[OH-].[Na+].Cl. Product: [N:1]1[N:2]([C:6]2[C:7]([C:16]([OH:18])=[O:17])=[N:8][C:9]3[C:14]([CH:15]=2)=[CH:13][CH:12]=[CH:11][CH:10]=3)[N:3]=[CH:4][CH:5]=1. The catalyst class is: 5. (4) The catalyst class is: 7. Product: [Cl:1][C:2]1[C:3]([N:12]2[CH:16]=[C:15]([CH2:17][CH2:18][CH2:19][O:20][C:25]3[C:30]([O:31][CH3:32])=[CH:29][CH:28]=[CH:27][C:26]=3[CH2:33][C:34]([OH:36])=[O:35])[C:14]([CH:21]([CH3:23])[CH3:22])=[N:13]2)=[N:4][CH:5]=[C:6]([C:8]([F:10])([F:11])[F:9])[CH:7]=1. Reactant: [Cl:1][C:2]1[C:3]([N:12]2[CH:16]=[C:15]([CH2:17][CH2:18][CH2:19][OH:20])[C:14]([CH:21]([CH3:23])[CH3:22])=[N:13]2)=[N:4][CH:5]=[C:6]([C:8]([F:11])([F:10])[F:9])[CH:7]=1.O[C:25]1[C:30]([O:31][CH3:32])=[CH:29][CH:28]=[CH:27][C:26]=1[CH2:33][C:34]([O:36]C)=[O:35].C(P(CCCC)CCCC)CCC.N(C(N1CCCCC1)=O)=NC(N1CCCCC1)=O.